This data is from Reaction yield outcomes from USPTO patents with 853,638 reactions. The task is: Predict the reaction yield, written as a fraction of the theoretical maximum amount of product (1.0 means a 100% yield; for example, 0.34 means a 34% yield). (1) The reactants are [OH:1][C:2]1[CH:10]=[CH:9][C:5]([C:6]([OH:8])=O)=[CH:4][CH:3]=1.Cl.Cl.[CH2:13]([O:15][C:16]1[CH:17]=[C:18]([CH:35]=[CH:36][CH:37]=1)[CH2:19][N:20]1[C:24]2=[N:25][CH:26]=[N:27][C:28]([N:29]3[CH2:34][CH2:33][NH:32][CH2:31][CH2:30]3)=[C:23]2[CH:22]=[N:21]1)[CH3:14].ON1C2C=CC=CC=2N=N1.Cl.C(N=C=NCCCN(C)C)C.C(=O)([O-])O.[Na+]. The catalyst is C(Cl)(Cl)Cl.C(N(CC)CC)C.C(Cl)Cl. The product is [CH2:13]([O:15][C:16]1[CH:17]=[C:18]([CH:35]=[CH:36][CH:37]=1)[CH2:19][N:20]1[C:24]2=[N:25][CH:26]=[N:27][C:28]([N:29]3[CH2:30][CH2:31][N:32]([C:6](=[O:8])[C:5]4[CH:4]=[CH:3][C:2]([OH:1])=[CH:10][CH:9]=4)[CH2:33][CH2:34]3)=[C:23]2[CH:22]=[N:21]1)[CH3:14]. The yield is 0.800. (2) The reactants are [F:1][C:2]1[CH:7]=[CH:6][C:5]([C:8]2[CH:12]=[C:11]([C:13]([O:15][CH2:16][CH3:17])=[O:14])[NH:10][N:9]=2)=[CH:4][CH:3]=1.C(=O)([O-])[O-].[K+].[K+].[Br:24][CH2:25][CH2:26]Br. The catalyst is C(#N)C. The product is [Br:24][CH2:25][CH2:26][N:10]1[C:11]([C:13]([O:15][CH2:16][CH3:17])=[O:14])=[CH:12][C:8]([C:5]2[CH:4]=[CH:3][C:2]([F:1])=[CH:7][CH:6]=2)=[N:9]1. The yield is 0.450. (3) The reactants are [OH-].[K+].[C:3]([C:6]1[N:11]=[C:10]([C:12]2[CH:17]=[CH:16][C:15]([C:18]3[CH:23]=[C:22]([Cl:24])[C:21]([CH2:25][C:26]([O:28]C)=[O:27])=[CH:20][C:19]=3[Cl:30])=[CH:14][CH:13]=2)[C:9]([CH3:31])=[N:8][C:7]=1[CH3:32])(=[O:5])[NH2:4].Cl. The catalyst is C(O)(C)(C)C. The product is [C:3]([C:6]1[N:11]=[C:10]([C:12]2[CH:13]=[CH:14][C:15]([C:18]3[CH:23]=[C:22]([Cl:24])[C:21]([CH2:25][C:26]([OH:28])=[O:27])=[CH:20][C:19]=3[Cl:30])=[CH:16][CH:17]=2)[C:9]([CH3:31])=[N:8][C:7]=1[CH3:32])(=[O:5])[NH2:4]. The yield is 0.552. (4) The reactants are [P:1]([O-:18])([O:10][CH2:11][C:12]1[CH:17]=[CH:16][CH:15]=[CH:14][CH:13]=1)[O:2][CH2:3][C:4]1[CH:9]=[CH:8][CH:7]=[CH:6][CH:5]=1.C=O.N1C=CC=CC=1.[F:27][C:28]([F:41])([F:40])[S:29]([O:32]S(C(F)(F)F)(=O)=O)(=[O:31])=[O:30]. The catalyst is C1COCC1.CCCCCC.C(OCC)(=O)C. The product is [PH:1](=[O:18])([O:10][CH2:11][C:12]1[CH:17]=[CH:16][CH:15]=[CH:14][CH:13]=1)[O:2][CH2:3][C:4]1[CH:9]=[CH:8][CH:7]=[CH:6][CH:5]=1.[OH:32][S:29]([C:28]([F:41])([F:40])[F:27])(=[O:31])=[O:30]. The yield is 0.410. (5) The reactants are [F:1][C:2]1[CH:7]=[C:6]([C:8]2[N:12](O)[CH:11]=[N:10][C:9]=2[C:14]2[CH:15]=[N:16][CH:17]=[CH:18][CH:19]=2)[CH:5]=[CH:4][N:3]=1.P(Cl)(Cl)([Cl:22])=O. The catalyst is C(Cl)(Cl)Cl. The product is [Cl:22][C:11]1[NH:12][C:8]([C:6]2[CH:5]=[CH:4][N:3]=[C:2]([F:1])[CH:7]=2)=[C:9]([C:14]2[CH:15]=[N:16][CH:17]=[CH:18][CH:19]=2)[N:10]=1. The yield is 0.520.